Dataset: Merck oncology drug combination screen with 23,052 pairs across 39 cell lines. Task: Regression. Given two drug SMILES strings and cell line genomic features, predict the synergy score measuring deviation from expected non-interaction effect. (1) Drug 1: CN(Cc1cnc2nc(N)nc(N)c2n1)c1ccc(C(=O)NC(CCC(=O)O)C(=O)O)cc1. Drug 2: CC(C)CC(NC(=O)C(Cc1ccccc1)NC(=O)c1cnccn1)B(O)O. Cell line: OVCAR3. Synergy scores: synergy=-39.0. (2) Drug 1: CC1CC2C3CCC4=CC(=O)C=CC4(C)C3(F)C(O)CC2(C)C1(O)C(=O)CO. Synergy scores: synergy=-22.2. Drug 2: COC1=C2CC(C)CC(OC)C(O)C(C)C=C(C)C(OC(N)=O)C(OC)C=CC=C(C)C(=O)NC(=CC1=O)C2=O. Cell line: OV90. (3) Drug 1: CC(C)CC(NC(=O)C(Cc1ccccc1)NC(=O)c1cnccn1)B(O)O. Drug 2: CC1(c2nc3c(C(N)=O)cccc3[nH]2)CCCN1. Cell line: MDAMB436. Synergy scores: synergy=2.84. (4) Drug 1: O=S1(=O)NC2(CN1CC(F)(F)F)C1CCC2Cc2cc(C=CCN3CCC(C(F)(F)F)CC3)ccc2C1. Drug 2: NC1CCCCC1N.O=C(O)C(=O)O.[Pt+2]. Cell line: HCT116. Synergy scores: synergy=-16.0. (5) Drug 1: NC1(c2ccc(-c3nc4ccn5c(=O)[nH]nc5c4cc3-c3ccccc3)cc2)CCC1. Drug 2: CC(C)CC(NC(=O)C(Cc1ccccc1)NC(=O)c1cnccn1)B(O)O. Cell line: OV90. Synergy scores: synergy=-21.6. (6) Drug 1: CC1(c2nc3c(C(N)=O)cccc3[nH]2)CCCN1. Drug 2: CCc1cnn2c(NCc3ccc[n+]([O-])c3)cc(N3CCCCC3CCO)nc12. Cell line: T47D. Synergy scores: synergy=-24.2. (7) Drug 1: CCC1(O)CC2CN(CCc3c([nH]c4ccccc34)C(C(=O)OC)(c3cc4c(cc3OC)N(C)C3C(O)(C(=O)OC)C(OC(C)=O)C5(CC)C=CCN6CCC43C65)C2)C1. Drug 2: O=C(NOCC(O)CO)c1ccc(F)c(F)c1Nc1ccc(I)cc1F. Cell line: OV90. Synergy scores: synergy=-0.991.